Task: Binary Classification. Given a drug SMILES string, predict its activity (active/inactive) in a high-throughput screening assay against a specified biological target.. Dataset: Choline transporter screen with 302,306 compounds (1) The result is 1 (active). The compound is OC(CNC1Cc2c(C1)cccc2)c1ccccc1. (2) The drug is O=C1N(C(C(c2c1cccc2)C(=O)Nc1nc(ccc1)C)c1ccc(OC)cc1)C. The result is 0 (inactive). (3) The molecule is O=C/1CC(CC(=O)C1=C\NCCN1CCN(CC1)C(=O)c1ccccc1)(C)C. The result is 0 (inactive).